The task is: Predict the reaction yield, written as a fraction of the theoretical maximum amount of product (1.0 means a 100% yield; for example, 0.34 means a 34% yield).. This data is from Reaction yield outcomes from USPTO patents with 853,638 reactions. (1) The reactants are [CH3:1][C:2]1[CH:7]=[C:6]([N+:8]([O-])=O)[CH:5]=[C:4]([CH3:11])[C:3]=1[OH:12].[H][H]. The catalyst is C(O)C.[Pd]. The product is [NH2:8][C:6]1[CH:7]=[C:2]([CH3:1])[C:3]([OH:12])=[C:4]([CH3:11])[CH:5]=1. The yield is 0.860. (2) The reactants are CS(O[CH2:6][C:7]1[C:8]([CH3:33])=[N:9][C:10]([CH2:29][CH:30]([CH3:32])[CH3:31])=[C:11]([CH2:20][NH:21][C:22]([O:24][C:25]([CH3:28])([CH3:27])[CH3:26])=[O:23])[C:12]=1[C:13]1[CH:18]=[CH:17][C:16]([CH3:19])=[CH:15][CH:14]=1)(=O)=O.C(=O)([O-])[O-].[K+].[K+].[SH:40][CH2:41][C:42]([O:44]CC)=[O:43].O. The catalyst is CN(C)C=O. The product is [C:25]([O:24][C:22]([NH:21][CH2:20][C:11]1[C:12]([C:13]2[CH:14]=[CH:15][C:16]([CH3:19])=[CH:17][CH:18]=2)=[C:7]([CH2:6][S:40][CH2:41][C:42]([OH:44])=[O:43])[C:8]([CH3:33])=[N:9][C:10]=1[CH2:29][CH:30]([CH3:31])[CH3:32])=[O:23])([CH3:27])([CH3:26])[CH3:28]. The yield is 0.270. (3) The reactants are [CH2:1]([O:4][CH2:5][CH2:6][CH2:7][NH:8][CH2:9][C:10]1[S:14][C:13](B(O)O)=[CH:12][CH:11]=1)[CH2:2][CH3:3].Br[C:19]1[CH:20]=[C:21]2[C:25](=[C:26]([C:28]([NH2:30])=[O:29])[CH:27]=1)[NH:24][CH:23]=[C:22]2[CH:31]1[CH2:36][CH2:35][N:34]([S:37]([CH2:40][CH3:41])(=[O:39])=[O:38])[CH2:33][CH2:32]1.C([O-])([O-])=O.[K+].[K+]. The catalyst is C1C=CC([P]([Pd]([P](C2C=CC=CC=2)(C2C=CC=CC=2)C2C=CC=CC=2)([P](C2C=CC=CC=2)(C2C=CC=CC=2)C2C=CC=CC=2)[P](C2C=CC=CC=2)(C2C=CC=CC=2)C2C=CC=CC=2)(C2C=CC=CC=2)C2C=CC=CC=2)=CC=1. The product is [CH2:40]([S:37]([N:34]1[CH2:33][CH2:32][CH:31]([C:22]2[C:21]3[C:25](=[C:26]([C:28]([NH2:30])=[O:29])[CH:27]=[C:19]([C:13]4[S:14][C:10]([CH2:9][NH:8][CH2:7][CH2:6][CH2:5][O:4][CH2:1][CH2:2][CH3:3])=[CH:11][CH:12]=4)[CH:20]=3)[NH:24][CH:23]=2)[CH2:36][CH2:35]1)(=[O:39])=[O:38])[CH3:41]. The yield is 0.0200. (4) The reactants are [F:1][C:2]1[CH:3]=[C:4]([N:14]2[C:18]([CH3:20])([CH3:19])[C:17](=[O:21])[N:16]([C:22]3[CH:29]=[CH:28][C:25]([C:26]#[N:27])=[C:24]([C:30]([F:33])([F:32])[F:31])[CH:23]=3)[C:15]2=[S:34])[CH:5]=[CH:6][C:7]=1[O:8][CH:9]1[CH2:13][CH2:12][NH:11][CH2:10]1.C=O.[C:37]([BH3-])#N.[Na+].O. The catalyst is CO.[Cl-].[Zn+2].[Cl-]. The product is [F:1][C:2]1[CH:3]=[C:4]([N:14]2[C:18]([CH3:20])([CH3:19])[C:17](=[O:21])[N:16]([C:22]3[CH:29]=[CH:28][C:25]([C:26]#[N:27])=[C:24]([C:30]([F:33])([F:31])[F:32])[CH:23]=3)[C:15]2=[S:34])[CH:5]=[CH:6][C:7]=1[O:8][CH:9]1[CH2:13][CH2:12][N:11]([CH3:37])[CH2:10]1. The yield is 0.609. (5) The reactants are [N+:1]([C:4]1[CH:22]=[CH:21][C:7]([O:8][CH2:9][CH2:10][O:11][CH2:12][CH2:13][O:14][CH2:15][CH2:16][O:17][CH2:18][CH2:19][NH2:20])=[CH:6][CH:5]=1)([O-:3])=[O:2].[O:23]=[C:24]1[CH:29]([N:30]2[C:38](=[O:39])[C:37]3[C:32](=[CH:33][CH:34]=[CH:35][C:36]=3F)[C:31]2=[O:41])[CH2:28][CH2:27][C:26](=[O:42])[NH:25]1.C(N(C(C)C)C(C)C)C.O. The catalyst is CN(C)C=O. The product is [O:23]=[C:24]1[CH:29]([N:30]2[C:38](=[O:39])[C:37]3[C:32](=[CH:33][CH:34]=[CH:35][C:36]=3[NH:20][CH2:19][CH2:18][O:17][CH2:16][CH2:15][O:14][CH2:13][CH2:12][O:11][CH2:10][CH2:9][O:8][C:7]3[CH:6]=[CH:5][C:4]([N+:1]([O-:3])=[O:2])=[CH:22][CH:21]=3)[C:31]2=[O:41])[CH2:28][CH2:27][C:26](=[O:42])[NH:25]1. The yield is 0.310.